Dataset: Catalyst prediction with 721,799 reactions and 888 catalyst types from USPTO. Task: Predict which catalyst facilitates the given reaction. (1) Reactant: [C:1]1([C@H:7]2[C@@H:11]([C:12]3[CH:17]=[CH:16][CH:15]=[CH:14][CH:13]=3)[NH:10][C:9](=[S:18])[NH:8]2)[CH:6]=[CH:5][CH:4]=[CH:3][CH:2]=1.[CH2:19]([Cl:26])[C:20]1[CH:25]=[CH:24][CH:23]=[CH:22][CH:21]=1. Product: [ClH:26].[CH2:19]([S:18][C:9]1[NH:8][C@H:7]([C:1]2[CH:2]=[CH:3][CH:4]=[CH:5][CH:6]=2)[C@H:11]([C:12]2[CH:13]=[CH:14][CH:15]=[CH:16][CH:17]=2)[N:10]=1)[C:20]1[CH:25]=[CH:24][CH:23]=[CH:22][CH:21]=1. The catalyst class is: 14. (2) Reactant: C[O:2][C:3]1[CH:17]=[CH:16][C:6]([C:7]([CH:9]2[CH2:12][CH2:11][CH:10]2[C:13]([OH:15])=[O:14])=[O:8])=[CH:5][CH:4]=1.Br.[C:19](O)(=O)[CH3:20]. Product: [CH2:19]([O:15][C:13]([CH:10]1[CH2:11][CH2:12][CH:9]1[C:7](=[O:8])[C:6]1[CH:16]=[CH:17][C:3]([OH:2])=[CH:4][CH:5]=1)=[O:14])[CH3:20]. The catalyst class is: 6. (3) Reactant: [Cl:1][C:2]1[S:6][C:5]([C:7](Cl)=[O:8])=[CH:4][CH:3]=1.[CH2:10]([NH2:13])[CH:11]=[CH2:12]. The catalyst class is: 877. Product: [CH2:10]([NH:13][C:7]([C:5]1[S:6][C:2]([Cl:1])=[CH:3][CH:4]=1)=[O:8])[CH:11]=[CH2:12]. (4) Reactant: [CH2:1]([O:3][C:4](=[O:33])/[C:5](/[O:30][CH2:31][CH3:32])=[CH:6]/[C:7]1[C:12]([CH3:13])=[CH:11][C:10]([O:14][CH2:15][CH2:16][C:17]2[N:18]=[C:19]([C:23]3[CH:28]=[CH:27][CH:26]=[CH:25][CH:24]=3)[O:20][C:21]=2[CH3:22])=[CH:9][C:8]=1[CH3:29])C.II.[Mg]. Product: [CH3:1][O:3][C:4](=[O:33])[CH:5]([O:30][CH2:31][CH3:32])[CH2:6][C:7]1[C:12]([CH3:13])=[CH:11][C:10]([O:14][CH2:15][CH2:16][C:17]2[N:18]=[C:19]([C:23]3[CH:24]=[CH:25][CH:26]=[CH:27][CH:28]=3)[O:20][C:21]=2[CH3:22])=[CH:9][C:8]=1[CH3:29]. The catalyst class is: 5. (5) Reactant: C([N:8]1[CH2:13][CH2:12][O:11][C@H:10]([CH2:14][C:15]2[CH:20]=[CH:19][C:18]([OH:21])=[C:17]([Cl:22])[CH:16]=2)[CH2:9]1)(OC(C)(C)C)=O.[N:23]1[CH:28]=[CH:27][CH:26]=[C:25]([CH2:29]O)[CH:24]=1.CC(OC(/N=N/C(OC(C)C)=O)=O)C. Product: [Cl:22][C:17]1[CH:16]=[C:15]([CH:20]=[CH:19][C:18]=1[O:21][CH2:29][C:25]1[CH:24]=[N:23][CH:28]=[CH:27][CH:26]=1)[CH2:14][C@H:10]1[O:11][CH2:12][CH2:13][NH:8][CH2:9]1. The catalyst class is: 4.